From a dataset of Reaction yield outcomes from USPTO patents with 853,638 reactions. Predict the reaction yield, written as a fraction of the theoretical maximum amount of product (1.0 means a 100% yield; for example, 0.34 means a 34% yield). (1) The reactants are FC(F)(F)C(O)=O.C(OC([NH:15][CH:16]([CH2:25][C:26]1[CH:31]=[CH:30][CH:29]=[CH:28][CH:27]=1)[C:17]([NH:19][CH2:20][C:21](OC)=[O:22])=[O:18])=O)(C)(C)C.N. The catalyst is C(Cl)Cl.C1COCC1. The product is [CH2:25]([CH:16]1[NH:15][C:21](=[O:22])[CH2:20][NH:19][C:17]1=[O:18])[C:26]1[CH:31]=[CH:30][CH:29]=[CH:28][CH:27]=1. The yield is 0.540. (2) The reactants are O[Li].O.[C:4]([O:8][C:9]([NH:11][C@H:12]([CH2:17][C:18]1[CH:23]=[CH:22][C:21]([Cl:24])=[C:20]([F:25])[CH:19]=1)[C:13]([O:15]C)=[O:14])=[O:10])([CH3:7])([CH3:6])[CH3:5].C1COCC1. The catalyst is O. The yield is 0.831. The product is [C:4]([O:8][C:9]([NH:11][C@H:12]([CH2:17][C:18]1[CH:23]=[CH:22][C:21]([Cl:24])=[C:20]([F:25])[CH:19]=1)[C:13]([OH:15])=[O:14])=[O:10])([CH3:7])([CH3:5])[CH3:6]. (3) The reactants are [F:1][C:2]1[CH:7]=[CH:6][C:5]([I:8])=[CH:4][C:3]=1[NH:9][N:10]=[C:11]([C:16](=[O:20])[CH2:17][O:18][CH3:19])[C:12]([O:14][CH3:15])=[O:13].[CH3:21]OC(OC)N(C)C. No catalyst specified. The product is [F:1][C:2]1[CH:7]=[CH:6][C:5]([I:8])=[CH:4][C:3]=1[N:9]1[CH:21]=[C:17]([O:18][CH3:19])[C:16](=[O:20])[C:11]([C:12]([O:14][CH3:15])=[O:13])=[N:10]1. The yield is 0.780. (4) The yield is 0.870. The catalyst is C(Cl)(Cl)Cl. The reactants are C(N(C(C)C)CC)(C)C.CN(C(ON1N=NC2C=CC=CC1=2)=[N+](C)C)C.F[P-](F)(F)(F)(F)F.[CH2:34]([N:36]([CH2:43][CH3:44])[CH:37]1[CH2:42][CH2:41][NH:40][CH2:39][CH2:38]1)[CH3:35].[CH2:45]([O:47][C:48](=[O:60])[CH2:49][N:50]1[CH:54]=[CH:53][N:52]=[C:51]1[CH2:55][CH2:56][C:57](O)=[O:58])[CH3:46]. The product is [CH2:43]([N:36]([CH2:34][CH3:35])[CH:37]1[CH2:38][CH2:39][N:40]([C:57](=[O:58])[CH2:56][CH2:55][C:51]2[N:50]([CH2:49][C:48]([O:47][CH2:45][CH3:46])=[O:60])[CH:54]=[CH:53][N:52]=2)[CH2:41][CH2:42]1)[CH3:44]. (5) The reactants are [Cl:1][C:2]1[N+:7]([O-:8])=[N:6][C:5]([O:9][C:10]2[CH:15]=[CH:14][CH:13]=[CH:12][C:11]=2SC)=[CH:4][CH:3]=1.Cl[C:19]1C=CC=C(C(OO)=O)C=1.[S:29]([O-:32])([O-])=[O:30].[Na+].[Na+]. The catalyst is ClCCCl. The product is [Cl:1][C:2]1[N+:7]([O-:8])=[N:6][C:5]([O:9][C:10]2[CH:15]=[CH:14][CH:13]=[CH:12][C:11]=2[S:29]([CH3:19])(=[O:32])=[O:30])=[CH:4][CH:3]=1. The yield is 0.567. (6) The reactants are Br[C:2]1[CH:7]=[CH:6][CH:5]=[C:4]([Br:8])[N:3]=1.[C:9]1([OH:15])[CH:14]=[CH:13][CH:12]=[CH:11][CH:10]=1.CC(C)([O-])C.[K+].C(OCC)(=O)C. The catalyst is CS(C)=O.O. The product is [Br:8][C:4]1[CH:5]=[CH:6][CH:7]=[C:2]([O:15][C:9]2[CH:14]=[CH:13][CH:12]=[CH:11][CH:10]=2)[N:3]=1. The yield is 0.930. (7) The product is [NH2:3][CH2:2][CH2:1][NH:4][C:18](=[O:19])[O:17][CH2:16][C:13]1[CH:14]=[CH:15][CH:10]=[CH:11][CH:12]=1. The yield is 0.510. The catalyst is O.C(O)C.C(COC)OC. The reactants are [CH2:1]([NH2:4])[CH2:2][NH2:3].CS(O)(=O)=O.[CH:10]1[CH:15]=[CH:14][C:13]([CH2:16][O:17][C:18](Cl)=[O:19])=[CH:12][CH:11]=1.C(O[K])(C)=O.